Dataset: Forward reaction prediction with 1.9M reactions from USPTO patents (1976-2016). Task: Predict the product of the given reaction. (1) Given the reactants [Cl:1][C:2]1[N:3]=[C:4]([N:14]2[CH2:19][CH2:18][O:17][CH2:16][CH2:15]2)[C:5]2[O:10][C:9]([C:11]([OH:13])=O)=[CH:8][C:6]=2[N:7]=1.CN(C(ON1N=NC2C=CC=NC1=2)=[N+](C)C)C.F[P-](F)(F)(F)(F)F.[CH3:44][S:45]([N:48]1[CH2:53][CH2:52][NH:51][CH2:50][CH2:49]1)(=[O:47])=[O:46].C(N(C(C)C)CC)(C)C, predict the reaction product. The product is: [Cl:1][C:2]1[N:3]=[C:4]([N:14]2[CH2:19][CH2:18][O:17][CH2:16][CH2:15]2)[C:5]2[O:10][C:9]([C:11]([N:51]3[CH2:52][CH2:53][N:48]([S:45]([CH3:44])(=[O:47])=[O:46])[CH2:49][CH2:50]3)=[O:13])=[CH:8][C:6]=2[N:7]=1. (2) Given the reactants [NH2:1][C:2]1[CH:3]=[C:4]2[C:8](=[CH:9][CH:10]=1)[NH:7][CH:6]=[CH:5]2.C([N:19]=[C:20]=[S:21])(=O)C1C=CC=CC=1, predict the reaction product. The product is: [NH:7]1[C:8]2[C:4](=[CH:3][C:2]([NH:1][C:20]([NH2:19])=[S:21])=[CH:10][CH:9]=2)[CH:5]=[CH:6]1. (3) Given the reactants [Br:1][C:2]1[CH:3]=[C:4]([CH2:19][C:20]([O:22]C)=[O:21])[CH:5]=[CH:6][C:7]=1[NH:8][C:9]([NH:11][C:12]1[CH:17]=[CH:16][CH:15]=[CH:14][C:13]=1[Br:18])=[O:10].[OH-].[Na+], predict the reaction product. The product is: [Br:1][C:2]1[CH:3]=[C:4]([CH2:19][C:20]([OH:22])=[O:21])[CH:5]=[CH:6][C:7]=1[NH:8][C:9]([NH:11][C:12]1[CH:17]=[CH:16][CH:15]=[CH:14][C:13]=1[Br:18])=[O:10]. (4) Given the reactants C([O:4][C@H:5]([C:55]1[CH:60]=[CH:59][C:58]([F:61])=[CH:57][CH:56]=1)[CH2:6][CH2:7][C@@H:8]1[C@@H:11]([C:12]2[CH:17]=[CH:16][C:15]([C:18]3[CH:23]=[CH:22][CH:21]=[C:20]([O:24][C@H:25]4[O:42][C@@H:41]([C:43]([O:45]O)=[O:44])[C@H:36]([O:37]C(=O)C)[C@@H:31]([O:32]C(=O)C)[C@@H:26]4[O:27]C(=O)C)[CH:19]=3)=[CH:14][CH:13]=2)[N:10]([C:47]2[CH:52]=[CH:51][C:50]([F:53])=[CH:49][CH:48]=2)[C:9]1=[O:54])(=O)C.O.C(O)(=O)C.CO, predict the reaction product. The product is: [O:24]([C:20]1[CH:19]=[C:18]([C:15]2[CH:16]=[CH:17][C:12]([C@@H:11]3[C@@H:8]([CH2:7][CH2:6][C@@H:5]([C:55]4[CH:60]=[CH:59][C:58]([F:61])=[CH:57][CH:56]=4)[OH:4])[C:9](=[O:54])[N:10]3[C:47]3[CH:48]=[CH:49][C:50]([F:53])=[CH:51][CH:52]=3)=[CH:13][CH:14]=2)[CH:23]=[CH:22][CH:21]=1)[C@H:25]1[O:42][C@@H:41]([C:43]([OH:45])=[O:44])[C@H:36]([OH:37])[C@@H:31]([OH:32])[C@@H:26]1[OH:27]. (5) Given the reactants [Cl:1][C:2]1[C:3]([C:19]2[C:27]3[C:22](=[CH:23][CH:24]=[CH:25][CH:26]=3)[NH:21][CH:20]=2)=[N:4][C:5]([NH:8][CH:9]2[CH2:14][N:13]([CH3:15])[CH2:12][CH:11]([C:16]([OH:18])=O)[CH2:10]2)=[N:6][CH:7]=1.[NH2:28][CH2:29][C:30]1[CH:35]=[CH:34][C:33]([NH:36][C:37](=[O:40])[CH:38]=[CH2:39])=[CH:32][CH:31]=1.CCN=C=NCCCN(C)C.C1C=CC2N(O)N=NC=2C=1.Cl, predict the reaction product. The product is: [C:37]([NH:36][C:33]1[CH:34]=[CH:35][C:30]([CH2:29][NH:28][C:16]([CH:11]2[CH2:10][CH:9]([NH:8][C:5]3[N:4]=[C:3]([C:19]4[C:27]5[C:22](=[CH:23][CH:24]=[CH:25][CH:26]=5)[NH:21][CH:20]=4)[C:2]([Cl:1])=[CH:7][N:6]=3)[CH2:14][N:13]([CH3:15])[CH2:12]2)=[O:18])=[CH:31][CH:32]=1)(=[O:40])[CH:38]=[CH2:39]. (6) Given the reactants [NH:1]1[C:9]2[C:4](=[CH:5][CH:6]=[C:7]([C:10]([O-:12])=[O:11])[CH:8]=2)[CH:3]=[CH:2]1.[C:13]([OH:19])([C:15](F)(F)F)=O.Cl.[Cl:21][C:22]1[C:23]([F:38])=[C:24]([CH:35]=[CH:36][CH:37]=1)[CH2:25][NH:26][C:27]([C@@H:29]1[CH2:33][C@@H:32]([F:34])[CH2:31][NH:30]1)=[O:28].[CH:39](N(CC)C(C)C)(C)C.CN(C(ON1N=NC2C=CC=NC1=2)=[N+](C)C)C.F[P-](F)(F)(F)(F)F.[O:72]1CCO[CH2:74][CH2:73]1, predict the reaction product. The product is: [C:73]([C:3]1[C:4]2[C:9](=[CH:8][C:7]([C:10]([O:12][CH3:39])=[O:11])=[CH:6][CH:5]=2)[N:1]([CH2:15][C:13]([N:30]2[CH2:31][C@H:32]([F:34])[CH2:33][C@H:29]2[C:27](=[O:28])[NH:26][CH2:25][C:24]2[CH:35]=[CH:36][CH:37]=[C:22]([Cl:21])[C:23]=2[F:38])=[O:19])[CH:2]=1)(=[O:72])[CH3:74].